This data is from Forward reaction prediction with 1.9M reactions from USPTO patents (1976-2016). The task is: Predict the product of the given reaction. (1) Given the reactants Cl[C:2]([O:4][CH3:5])=[O:3].[F:6][C:7]1[CH:12]=[C:11]([F:13])[CH:10]=[CH:9][C:8]=1[C:14]1[CH:19]=[CH:18]C(O)=[C:16]([C:21]([NH:23][C:24]2[CH:29]=[CH:28][C:27]([C:30]([F:33])([F:32])[F:31])=[CH:26][CH:25]=2)=[O:22])[CH:15]=1.Cl, predict the reaction product. The product is: [F:6][C:7]1[CH:12]=[C:11]([F:13])[CH:10]=[CH:9][C:8]=1[C:14]1[CH:19]=[CH:18][C:5]2[O:4][C:2](=[O:3])[N:23]([C:24]3[CH:29]=[CH:28][C:27]([C:30]([F:31])([F:32])[F:33])=[CH:26][CH:25]=3)[C:21](=[O:22])[C:16]=2[CH:15]=1. (2) Given the reactants [Br:1][C:2]1[CH:3]=[C:4]([CH3:25])[CH:5]=[C:6]2[C:11]=1[N:10]=[CH:9][N:8]([NH:12][C:13]1[CH:18]=[C:17]([Cl:19])[CH:16]=[CH:15][C:14]=1[S:20][CH2:21][CH2:22][CH3:23])[C:7]2=[O:24].BrC1C=C(C)C=C2C=1N=CN(N(C1C=C(Cl)C=CC=1SCC)[C:38](=[O:44])[O:39][C:40]([CH3:43])([CH3:42])[CH3:41])C2=O, predict the reaction product. The product is: [Br:1][C:2]1[CH:3]=[C:4]([CH3:25])[CH:5]=[C:6]2[C:11]=1[N:10]=[CH:9][N:8]([N:12]([C:13]1[CH:18]=[C:17]([Cl:19])[CH:16]=[CH:15][C:14]=1[S:20][CH2:21][CH2:22][CH3:23])[C:38](=[O:44])[O:39][C:40]([CH3:43])([CH3:42])[CH3:41])[C:7]2=[O:24]. (3) Given the reactants [OH:1][CH2:2][CH2:3][N:4]([CH:22]([CH3:24])[CH3:23])[C:5]([C:7]1[S:8][C:9]2[CH2:10][CH2:11][O:12][C:13]3[CH:20]=[C:19](Br)[CH:18]=[CH:17][C:14]=3[C:15]=2[N:16]=1)=[O:6].CC1(C)C(C)(C)OB([C:33]2[CH:34]=[N:35][N:36]([CH2:38][CH2:39][N:40]3[CH2:45][CH2:44][O:43][CH2:42][CH2:41]3)[CH:37]=2)O1, predict the reaction product. The product is: [OH:1][CH2:2][CH2:3][N:4]([CH:22]([CH3:24])[CH3:23])[C:5]([C:7]1[S:8][C:9]2[CH2:10][CH2:11][O:12][C:13]3[CH:20]=[C:19]([C:33]4[CH:34]=[N:35][N:36]([CH2:38][CH2:39][N:40]5[CH2:45][CH2:44][O:43][CH2:42][CH2:41]5)[CH:37]=4)[CH:18]=[CH:17][C:14]=3[C:15]=2[N:16]=1)=[O:6].